From a dataset of Full USPTO retrosynthesis dataset with 1.9M reactions from patents (1976-2016). Predict the reactants needed to synthesize the given product. (1) Given the product [F:1][C:2]1[CH:11]=[C:10]2[C:5]([CH:6]=[CH:7][C:8](=[O:12])[N:9]2[CH2:17][CH:16]=[CH2:15])=[N:4][CH:3]=1, predict the reactants needed to synthesize it. The reactants are: [F:1][C:2]1[CH:11]=[C:10]2[C:5]([CH:6]=[CH:7][C:8](=[O:12])[NH:9]2)=[N:4][CH:3]=1.[H-].[Na+].[CH2:15](I)[CH:16]=[CH2:17].O. (2) Given the product [Cl:1][C:2]1[C:28]([Cl:29])=[CH:27][C:5]([O:6][C:7]2[CH:12]=[C:11]([O:13][CH2:14][CH2:15][NH2:16])[CH:10]=[CH:9][N:8]=2)=[C:4]([I:30])[CH:3]=1, predict the reactants needed to synthesize it. The reactants are: [Cl:1][C:2]1[C:28]([Cl:29])=[CH:27][C:5]([O:6][C:7]2[CH:12]=[C:11]([O:13][CH2:14][CH2:15][N:16]3C(=O)C4C(=CC=CC=4)C3=O)[CH:10]=[CH:9][N:8]=2)=[C:4]([I:30])[CH:3]=1.